Dataset: Full USPTO retrosynthesis dataset with 1.9M reactions from patents (1976-2016). Task: Predict the reactants needed to synthesize the given product. (1) Given the product [Br:35][C:30]1[CH:31]=[N:32][CH:33]=[CH:34][C:29]=1[O:28][C:25]1[CH:24]=[CH:23][C:22]([CH2:21][C@H:17]([NH:16][C:2]2[C:11]([C:12]([OH:14])=[O:13])=[CH:10][C:9]3[C:4](=[CH:5][CH:6]=[C:7]([Cl:15])[CH:8]=3)[N:3]=2)[C:18]([OH:20])=[O:19])=[CH:27][CH:26]=1, predict the reactants needed to synthesize it. The reactants are: Cl[C:2]1[C:11]([C:12]([OH:14])=[O:13])=[CH:10][C:9]2[C:4](=[CH:5][CH:6]=[C:7]([Cl:15])[CH:8]=2)[N:3]=1.[NH2:16][C@@H:17]([CH2:21][C:22]1[CH:27]=[CH:26][C:25]([O:28][C:29]2[CH:34]=[CH:33][N:32]=[CH:31][C:30]=2[Br:35])=[CH:24][CH:23]=1)[C:18]([OH:20])=[O:19]. (2) Given the product [C:23]([O:22][C:20]([N:4]1[CH2:5][CH2:6][CH2:7][CH2:8][CH:3]1[CH2:2][OH:1])=[O:21])([CH3:26])([CH3:25])[CH3:24], predict the reactants needed to synthesize it. The reactants are: [OH:1][CH2:2][CH:3]1[CH2:8][CH2:7][CH2:6][CH2:5][NH:4]1.C(=O)(O)[O-].[Na+].O1CCOCC1.[C:20](O[C:20]([O:22][C:23]([CH3:26])([CH3:25])[CH3:24])=[O:21])([O:22][C:23]([CH3:26])([CH3:25])[CH3:24])=[O:21]. (3) Given the product [C:2]1([C:17]2[CH:18]=[CH:19][CH:20]=[CH:21][CH:22]=2)[CH:7]=[CH:6][CH:5]=[CH:4][C:3]=1[NH:8][C:9](=[O:10])[C@:11]1([CH3:16])[CH2:15][CH2:14][CH2:13][N:12]1[C:24](=[O:25])[CH2:27][CH2:28][C:29]1[N:33]([CH3:34])[C:32]2[CH:35]=[CH:36][CH:37]=[CH:38][C:31]=2[N:30]=1, predict the reactants needed to synthesize it. The reactants are: [Cl-].[C:2]1([C:17]2[CH:22]=[CH:21][CH:20]=[CH:19][CH:18]=2)[CH:7]=[CH:6][CH:5]=[CH:4][C:3]=1[NH:8][C:9]([C@:11]1([CH3:16])[CH2:15][CH2:14][CH2:13][NH2+:12]1)=[O:10].[Cl-].[C:24]([CH2:27][CH2:28][C:29]1[N:33]([CH3:34])[C:32]2[CH:35]=[CH:36][CH:37]=[CH:38][C:31]=2[NH+:30]=1)(O)=[O:25].O.ON1C2C=CC=CC=2N=N1.CN1CCOCC1.C(Cl)CCl.